This data is from Reaction yield outcomes from USPTO patents with 853,638 reactions. The task is: Predict the reaction yield, written as a fraction of the theoretical maximum amount of product (1.0 means a 100% yield; for example, 0.34 means a 34% yield). The reactants are C([Li])CCC.C(NC(C)C)(C)C.[Li+].CC([N-]C(C)C)C.[C:21]([O:25][CH3:26])(=[O:24])[C:22]#[CH:23].[CH:27]1([CH:33]=[O:34])[CH2:32][CH2:31][CH2:30][CH2:29][CH2:28]1. The catalyst is C1COCC1. The product is [CH:27]1([CH:33]([OH:34])[C:23]#[C:22][C:21]([O:25][CH3:26])=[O:24])[CH2:32][CH2:31][CH2:30][CH2:29][CH2:28]1. The yield is 0.880.